This data is from Full USPTO retrosynthesis dataset with 1.9M reactions from patents (1976-2016). The task is: Predict the reactants needed to synthesize the given product. (1) Given the product [CH3:1][C:2]1[CH:7]=[C:6]([N:8]2[CH2:12][CH2:11][CH:10]([CH2:13][N:14]3[CH2:18][CH2:17][CH2:16][CH:15]3[CH3:19])[CH2:9]2)[CH:5]=[CH:4][C:3]=1[NH:20][C:33]([C:23]1[CH:24]=[N:25][C:26]2[C:31]([C:22]=1[OH:21])=[CH:30][CH:29]=[C:28]([CH3:32])[N:27]=2)=[O:34], predict the reactants needed to synthesize it. The reactants are: [CH3:1][C:2]1[CH:7]=[C:6]([N:8]2[CH2:12][CH2:11][CH:10]([CH2:13][N:14]3[CH2:18][CH2:17][CH2:16][CH:15]3[CH3:19])[CH2:9]2)[CH:5]=[CH:4][C:3]=1[NH2:20].[OH:21][C:22]1[C:31]2[C:26](=[N:27][C:28]([CH3:32])=[CH:29][CH:30]=2)[N:25]=[CH:24][C:23]=1[C:33](O)=[O:34]. (2) Given the product [CH2:20]([O:27][C:28]1[CH:33]=[CH:32][C:31]([O:14][C:3]2[C:2]([I:1])=[CH:10][C:9]([N+:11]([O-:13])=[O:12])=[C:8]3[C:4]=2[CH2:5][CH2:6][CH2:7]3)=[CH:30][C:29]=1[CH:52]([CH3:54])[CH3:53])[C:21]1[CH:22]=[CH:23][CH:24]=[CH:25][CH:26]=1, predict the reactants needed to synthesize it. The reactants are: [I:1][C:2]1[CH:10]=[C:9]([N+:11]([O-:13])=[O:12])[C:8]2[CH2:7][CH2:6][CH2:5][C:4]=2[C:3]=1[OH:14].F[B-](F)(F)F.[CH2:20]([O:27][C:28]1[CH:33]=[CH:32][C:31]([I+][C:31]2[CH:32]=[CH:33][C:28]([O:27][CH2:20][C:21]3[CH:22]=[CH:23][CH:24]=[CH:25][CH:26]=3)=[C:29]([CH:52]([CH3:54])[CH3:53])[CH:30]=2)=[CH:30][C:29]=1[CH:52]([CH3:54])[CH3:53])[C:21]1[CH:26]=[CH:25][CH:24]=[CH:23][CH:22]=1.